This data is from Full USPTO retrosynthesis dataset with 1.9M reactions from patents (1976-2016). The task is: Predict the reactants needed to synthesize the given product. (1) Given the product [Cl:16][C:17]1[CH:18]=[CH:19][C:20]([CH2:21][N:22]2[C:27](=[O:28])[C:26]([C:29]3[O:30][C:31]([CH3:34])=[CH:32][N:33]=3)=[CH:25][N:24]=[C:23]2[NH:35][C:36]2[CH:41]=[CH:40][C:39]([O:42][C:2]3[CH:7]=[CH:6][CH:5]=[C:4]([C:8]#[N:9])[N:3]=3)=[CH:38][CH:37]=2)=[CH:43][CH:44]=1, predict the reactants needed to synthesize it. The reactants are: Cl[C:2]1[CH:7]=[CH:6][CH:5]=[C:4]([C:8]#[N:9])[N:3]=1.C(=O)([O-])[O-].[Cs+].[Cs+].[Cl:16][C:17]1[CH:44]=[CH:43][C:20]([CH2:21][N:22]2[C:27](=[O:28])[C:26]([C:29]3[O:30][C:31]([CH3:34])=[CH:32][N:33]=3)=[CH:25][N:24]=[C:23]2[NH:35][C:36]2[CH:41]=[CH:40][C:39]([OH:42])=[CH:38][CH:37]=2)=[CH:19][CH:18]=1.CN(C=O)C. (2) Given the product [CH2:1]([O:3][C:4](=[O:25])[CH:5]([O:22][CH2:23][CH3:24])[CH2:6][C:7]1[CH:12]=[CH:11][C:10]([OH:13])=[CH:9][C:8]=1[CH3:21])[CH3:2], predict the reactants needed to synthesize it. The reactants are: [CH2:1]([O:3][C:4](=[O:25])/[C:5](/[O:22][CH2:23][CH3:24])=[CH:6]/[C:7]1[CH:12]=[CH:11][C:10]([O:13]CC2C=CC=CC=2)=[CH:9][C:8]=1[CH3:21])[CH3:2].